From a dataset of hERG potassium channel inhibition data for cardiac toxicity prediction from Karim et al.. Regression/Classification. Given a drug SMILES string, predict its toxicity properties. Task type varies by dataset: regression for continuous values (e.g., LD50, hERG inhibition percentage) or binary classification for toxic/non-toxic outcomes (e.g., AMES mutagenicity, cardiotoxicity, hepatotoxicity). Dataset: herg_karim. (1) The molecule is NCCCC[C@H](NC(=O)OCc1ccccc1)C(=O)c1noc(Cc2ccc(OCCc3ccccc3)cc2)n1. The result is 1 (blocker). (2) The drug is CC(C)C(=O)N1CCC[C@@H](c2nc(-c3ccc(C(=O)Nc4cc(C(F)(F)F)ccn4)cc3F)c3c(N)nccn23)C1. The result is 1 (blocker). (3) The compound is COc1ccc([C@@H](C)N[C@@H]2CC[C@@H](C(=O)N3CCC(C(=O)N(C)C)(c4ccccc4)CC3)C(C)(C)C2)cc1. The result is 0 (non-blocker). (4) The compound is O=c1cc(OCc2cccc(F)c2)ccn1-c1ccc(OCCN2CCCC2)cc1. The result is 1 (blocker). (5) The compound is CN(C(=O)Cc1ccc(-n2cnnn2)cc1)C1CCN(Cc2ccc(C(F)(F)F)c(F)c2)CC1. The result is 1 (blocker). (6) The compound is COc1ccc2c(NCC(O)CO)nc(C#N)c(-c3ccccc3)c2c1. The result is 0 (non-blocker). (7) The molecule is Cc1[nH]cnc1CN1CCc2c(c3ccccc3n2C)C1=O. The result is 1 (blocker).